Dataset: Forward reaction prediction with 1.9M reactions from USPTO patents (1976-2016). Task: Predict the product of the given reaction. (1) Given the reactants [OH-].[Na+].Cl[C:4]([O:6][CH2:7][C:8]([Cl:11])([Cl:10])[Cl:9])=[O:5].Cl.[NH2:13][C:14]1[CH:15]=[C:16]([CH:20]=[CH:21][CH:22]=1)[C:17]([OH:19])=[O:18], predict the reaction product. The product is: [Cl:9][C:8]([Cl:11])([Cl:10])[CH2:7][O:6][C:4]([NH:13][C:14]1[CH:15]=[C:16]([CH:20]=[CH:21][CH:22]=1)[C:17]([OH:19])=[O:18])=[O:5]. (2) Given the reactants [OH:1][C:2]1[CH:9]=[CH:8][CH:7]=[CH:6][C:3]=1[CH2:4]O.[CH2:10]([O:12][P:13]([O:17]CC)[O:14][CH2:15][CH3:16])[CH3:11], predict the reaction product. The product is: [OH:1][C:2]1[CH:9]=[CH:8][CH:7]=[CH:6][C:3]=1[CH2:4][P:13](=[O:17])([O:14][CH2:15][CH3:16])[O:12][CH2:10][CH3:11]. (3) Given the reactants [C:1]([C:4]1[C:5]([F:23])=[C:6]([F:22])[C:7]([NH:14][C:15]2[CH:20]=[CH:19][CH:18]=[CH:17][C:16]=2[F:21])=[C:8]([CH:13]=1)[C:9]([O:11][CH3:12])=[O:10])(=[O:3])[CH3:2].C1C(=O)N([I:31])C(=O)C1.C(O)(C(F)(F)F)=O, predict the reaction product. The product is: [C:1]([C:4]1[C:5]([F:23])=[C:6]([F:22])[C:7]([NH:14][C:15]2[CH:20]=[CH:19][C:18]([I:31])=[CH:17][C:16]=2[F:21])=[C:8]([CH:13]=1)[C:9]([O:11][CH3:12])=[O:10])(=[O:3])[CH3:2].